This data is from Forward reaction prediction with 1.9M reactions from USPTO patents (1976-2016). The task is: Predict the product of the given reaction. (1) Given the reactants [F:1][C:2]1[CH:7]=[CH:6][CH:5]=[CH:4][C:3]=1[C:8]1[CH:9]=[C:10]([CH2:23][N:24](C)[C:25](=O)OC(C)(C)C)[S:11][C:12]=1[S:13]([C:15]1[CH:20]=[CH:19][CH:18]=[C:17]([O:21][CH3:22])[CH:16]=1)=[O:14].[C:33]([O:36]CC)(=[O:35])[CH3:34].Cl.[C:40]([O:43]CC)(=[O:42])[CH3:41], predict the reaction product. The product is: [C:40]([OH:43])(=[O:42])/[CH:41]=[CH:34]/[C:33]([OH:36])=[O:35].[F:1][C:2]1[CH:7]=[CH:6][CH:5]=[CH:4][C:3]=1[C:8]1[CH:9]=[C:10]([CH2:23][NH:24][CH3:25])[S:11][C:12]=1[S:13]([C:15]1[CH:20]=[CH:19][CH:18]=[C:17]([O:21][CH3:22])[CH:16]=1)=[O:14]. (2) Given the reactants [H-].[Na+].[C:3]1(C)C=CC=CC=1.[CH:10]([C:12]1[CH:17]=[CH:16][C:15]([C:18]2[CH:23]=[CH:22][CH:21]=[CH:20][N:19]=2)=[CH:14][CH:13]=1)=O, predict the reaction product. The product is: [CH:10]([C:12]1[CH:17]=[CH:16][C:15]([C:18]2[CH:23]=[CH:22][CH:21]=[CH:20][N:19]=2)=[CH:14][CH:13]=1)=[CH2:3]. (3) Given the reactants C1(O[C:8](=[O:16])[NH:9][C:10]2[CH:11]=[N:12][CH:13]=[CH:14][CH:15]=2)C=CC=CC=1.[N:17]1([CH2:23][C:24]2[CH:25]=[N:26][C:27]3[C:32]([CH:33]=2)=[CH:31][CH:30]=[CH:29][CH:28]=3)[CH2:22][CH2:21][NH:20][CH2:19][CH2:18]1, predict the reaction product. The product is: [N:12]1[CH:13]=[CH:14][CH:15]=[C:10]([NH:9][C:8]([N:20]2[CH2:21][CH2:22][N:17]([CH2:23][C:24]3[CH:25]=[N:26][C:27]4[C:32]([CH:33]=3)=[CH:31][CH:30]=[CH:29][CH:28]=4)[CH2:18][CH2:19]2)=[O:16])[CH:11]=1. (4) The product is: [Cl:1][C:2]1[C:13]2[CH2:12][CH2:11][N:10]([CH3:14])[CH2:9][CH2:8][N:7]3[C:6]=2[C:5]([C:16]2[CH2:21][CH2:20][CH2:19][CH2:18][C:17]=23)=[CH:4][CH:3]=1. Given the reactants [Cl:1][C:2]1[C:13]2[CH2:12][CH2:11][N:10]([CH3:14])[CH2:9][CH2:8][N:7](N)[C:6]=2[CH:5]=[CH:4][CH:3]=1.[C:16]1(=O)[CH2:21][CH2:20][CH2:19][CH2:18][CH2:17]1.O.C1(C)C=CC(S(O)(=O)=O)=CC=1, predict the reaction product. (5) Given the reactants [CH2:1]([O:3][CH2:4][C:5]1[CH:10]=[CH:9][C:8]([CH2:11]O)=[CH:7][CH:6]=1)[CH3:2].C1(P(C2C=CC=CC=2)C2C=CC=CC=2)C=CC=CC=1.C(Cl)(Cl)(Cl)[Cl:33], predict the reaction product. The product is: [Cl:33][CH2:11][C:8]1[CH:9]=[CH:10][C:5]([CH2:4][O:3][CH2:1][CH3:2])=[CH:6][CH:7]=1. (6) Given the reactants [C:1]1([N:7]2[C:15]3[C:10](=[CH:11][CH:12]=[CH:13][CH:14]=3)[C:9]([CH:16]=[O:17])=[C:8]2[N:18]2[CH2:23][CH2:22][NH:21][CH2:20][CH2:19]2)[CH:6]=[CH:5][CH:4]=[CH:3][CH:2]=1.Br[CH:25]([OH:27])[CH3:26], predict the reaction product. The product is: [OH:27][CH2:25][CH2:26][N:21]1[CH2:22][CH2:23][N:18]([C:8]2[N:7]([C:1]3[CH:2]=[CH:3][CH:4]=[CH:5][CH:6]=3)[C:15]3[C:10]([C:9]=2[CH:16]=[O:17])=[CH:11][CH:12]=[CH:13][CH:14]=3)[CH2:19][CH2:20]1. (7) Given the reactants [C:1]([NH:4][CH2:5][CH2:6][CH2:7][C:8]([C@@H:25]1[CH2:30][CH2:29][CH2:28][N:27]([C:31]([C:33]2[CH:38]=[CH:37][C:36]([CH2:39][N:40](C)[C:41](=O)OC(C)(C)C)=[CH:35][CH:34]=2)=[O:32])[CH2:26]1)([C:10]1[CH:15]=[CH:14][CH:13]=[C:12]([Cl:16])[C:11]=1[C:17]1[CH:22]=[CH:21][CH:20]=[C:19]([CH2:23][CH3:24])[CH:18]=1)[OH:9])(=[O:3])[CH3:2].Cl, predict the reaction product. The product is: [Cl:16][C:12]1[C:11]([C:17]2[CH:22]=[CH:21][CH:20]=[C:19]([CH2:23][CH3:24])[CH:18]=2)=[C:10]([C:8]([OH:9])([C@@H:25]2[CH2:30][CH2:29][CH2:28][N:27]([C:31]([C:33]3[CH:38]=[CH:37][C:36]([CH2:39][NH:40][CH3:41])=[CH:35][CH:34]=3)=[O:32])[CH2:26]2)[CH2:7][CH2:6][CH2:5][NH:4][C:1](=[O:3])[CH3:2])[CH:15]=[CH:14][CH:13]=1. (8) Given the reactants CS(C)=O.C(Cl)(=O)C(Cl)=O.[CH2:11]([O:14][C@@H:15]1[C@@H:23]([CH2:24][OH:25])[O:22][C@H:21]2[C@H:17]([N:18]=[C:19]([N:26]([CH3:34])[C:27](=[O:33])[O:28][C:29]([CH3:32])([CH3:31])[CH3:30])[S:20]2)[C@H:16]1[O:35][CH2:36][CH:37]=[CH2:38])[CH:12]=[CH2:13].C(N(CC)CC)C, predict the reaction product. The product is: [CH2:11]([O:14][C@@H:15]1[C@@H:23]([CH:24]=[O:25])[O:22][C@H:21]2[C@H:17]([N:18]=[C:19]([N:26]([CH3:34])[C:27](=[O:33])[O:28][C:29]([CH3:30])([CH3:31])[CH3:32])[S:20]2)[C@H:16]1[O:35][CH2:36][CH:37]=[CH2:38])[CH:12]=[CH2:13]. (9) Given the reactants [S:1]1[C:5]2[CH:6]=[CH:7][C:8]([NH:10][C:11]3[C:16]([C:17]([N:19]4[CH2:24][CH2:23][CH:22]([C:25]5[CH:30]=[CH:29][C:28]([F:31])=[CH:27][CH:26]=5)[CH2:21][CH2:20]4)=[O:18])=[CH:15][N:14]([OH:32])[C:13](=[O:33])[CH:12]=3)=[CH:9][C:4]=2[N:3]=[CH:2]1.Br[CH2:35][CH2:36][O:37][CH3:38], predict the reaction product. The product is: [S:1]1[C:5]2[CH:6]=[CH:7][C:8]([NH:10][C:11]3[C:16]([C:17]([N:19]4[CH2:24][CH2:23][CH:22]([C:25]5[CH:26]=[CH:27][C:28]([F:31])=[CH:29][CH:30]=5)[CH2:21][CH2:20]4)=[O:18])=[CH:15][N:14]([O:32][CH2:35][CH2:36][O:37][CH3:38])[C:13](=[O:33])[CH:12]=3)=[CH:9][C:4]=2[N:3]=[CH:2]1.